From a dataset of Forward reaction prediction with 1.9M reactions from USPTO patents (1976-2016). Predict the product of the given reaction. (1) Given the reactants [OH-].[Na+].[C:3]([C:7]1[CH:8]=[C:9]([C:16]2[N:20]([CH2:21][CH:22]3[CH2:27][CH2:26][CH2:25][CH2:24][CH2:23]3)[C:19]([CH3:28])=[C:18]([C:29]([O:31]CC)=[O:30])[CH:17]=2)[CH:10]=[C:11]([CH:13]2[CH2:15][CH2:14]2)[CH:12]=1)([CH3:6])([CH3:5])[CH3:4].Cl, predict the reaction product. The product is: [C:3]([C:7]1[CH:8]=[C:9]([C:16]2[N:20]([CH2:21][CH:22]3[CH2:23][CH2:24][CH2:25][CH2:26][CH2:27]3)[C:19]([CH3:28])=[C:18]([C:29]([OH:31])=[O:30])[CH:17]=2)[CH:10]=[C:11]([CH:13]2[CH2:14][CH2:15]2)[CH:12]=1)([CH3:6])([CH3:4])[CH3:5]. (2) Given the reactants [Cl:1][C:2]1[CH:3]=[C:4]([CH:8]=[CH:9][C:10]=1[C:11](=[O:26])[NH:12][C:13]1[CH:18]=[CH:17][C:16]([Cl:19])=[C:15]([C:20]2[CH:25]=[CH:24][CH:23]=[CH:22][N:21]=2)[CH:14]=1)[C:5](O)=[O:6].[CH3:27][O:28][CH2:29][C@@H:30]([NH2:32])[CH3:31], predict the reaction product. The product is: [Cl:1][C:2]1[CH:3]=[C:4]([C:5]([NH:32][C@@H:30]([CH3:31])[CH2:29][O:28][CH3:27])=[O:6])[CH:8]=[CH:9][C:10]=1[C:11]([NH:12][C:13]1[CH:18]=[CH:17][C:16]([Cl:19])=[C:15]([C:20]2[CH:25]=[CH:24][CH:23]=[CH:22][N:21]=2)[CH:14]=1)=[O:26]. (3) Given the reactants [OH:1][C:2]1[CH:6]=[CH:5][S:4][C:3]=1[C:7]([OH:9])=O.[CH2:10]([NH2:17])[C:11]1[CH:16]=[CH:15][CH:14]=[CH:13][CH:12]=1.C(=O)(O)[O-].[Na+], predict the reaction product. The product is: [CH2:10]([NH:17][C:7]([C:3]1[S:4][CH:5]=[CH:6][C:2]=1[OH:1])=[O:9])[C:11]1[CH:16]=[CH:15][CH:14]=[CH:13][CH:12]=1. (4) The product is: [N:1]1[CH:2]=[N:3][N:4]2[CH:9]=[C:8]([C:10]3[N:11]([C:27]4[CH:28]=[C:29]([CH3:33])[CH:30]=[CH:31][CH:32]=4)[C:12](=[O:26])[N:13]([CH2:16][C:17]4[CH:22]=[CH:21][CH:20]=[CH:19][C:18]=4[NH2:23])[C:14]=3[CH3:15])[CH:7]=[CH:6][C:5]=12. Given the reactants [N:1]1[CH:2]=[N:3][N:4]2[CH:9]=[C:8]([C:10]3[N:11]([C:27]4[CH:28]=[C:29]([CH3:33])[CH:30]=[CH:31][CH:32]=4)[C:12](=[O:26])[N:13]([CH2:16][C:17]4[CH:22]=[CH:21][CH:20]=[CH:19][C:18]=4[N+:23]([O-])=O)[C:14]=3[CH3:15])[CH:7]=[CH:6][C:5]=12.CO.C([O-])=O.[NH4+], predict the reaction product. (5) Given the reactants [Cl:1][C:2]1[CH:7]=[C:6]([S:8]([CH:11]2[CH2:13][CH2:12]2)(=[O:10])=[O:9])[CH:5]=[CH:4][C:3]=1[C:14]1[C:26](=[O:27])[N:25]([CH2:28][CH3:29])[C:17]2[N:18]=[C:19](S(C)=O)[N:20]=[CH:21][C:16]=2[CH:15]=1.[CH3:30][N:31]1[CH2:36][CH2:35][CH:34]([CH2:37][CH2:38][NH2:39])[CH2:33][CH2:32]1.CCN(C(C)C)C(C)C, predict the reaction product. The product is: [Cl:1][C:2]1[CH:7]=[C:6]([S:8]([CH:11]2[CH2:13][CH2:12]2)(=[O:10])=[O:9])[CH:5]=[CH:4][C:3]=1[C:14]1[C:26](=[O:27])[N:25]([CH2:28][CH3:29])[C:17]2[N:18]=[C:19]([NH:39][CH2:38][CH2:37][CH:34]3[CH2:35][CH2:36][N:31]([CH3:30])[CH2:32][CH2:33]3)[N:20]=[CH:21][C:16]=2[CH:15]=1. (6) Given the reactants [F:1][C:2]1[CH:3]=[CH:4][C:5](SC)=[C:6]([C:8]2[N:13]=[C:12]([N:14]3[CH2:19][CH2:18][O:17][CH2:16][C@@H:15]3[CH3:20])[N:11]=[C:10]([C:21]3[CH:26]=[CH:25][C:24]([NH:27][C:28]([NH:30][CH3:31])=[O:29])=[CH:23][CH:22]=3)[N:9]=2)[CH:7]=1.[S:34]([O-:39])(O[O-])(=O)=[O:35].[K+].[K+].OOS([O-])=O.[K+].[CH2:48]1COCC1.CO.O, predict the reaction product. The product is: [F:1][C:2]1[CH:3]=[CH:4][C:5]([S:34]([CH3:48])(=[O:39])=[O:35])=[C:6]([C:8]2[N:13]=[C:12]([N:14]3[CH2:19][CH2:18][O:17][CH2:16][C@@H:15]3[CH3:20])[N:11]=[C:10]([C:21]3[CH:26]=[CH:25][C:24]([NH:27][C:28]([NH:30][CH3:31])=[O:29])=[CH:23][CH:22]=3)[N:9]=2)[CH:7]=1. (7) Given the reactants [CH3:1][C:2]1[S:12][C:5]2[N:6]=[C:7]([CH3:11])[CH:8]=[C:9]([NH2:10])[C:4]=2[C:3]=1[C:13]1[CH:18]=[CH:17][CH:16]=[C:15]([O:19][CH3:20])[CH:14]=1.[Li+].C[Si]([N-][Si](C)(C)C)(C)C.[C:31]1([CH2:37][S:38](Cl)(=[O:40])=[O:39])[CH:36]=[CH:35][CH:34]=[CH:33][CH:32]=1, predict the reaction product. The product is: [CH3:1][C:2]1[S:12][C:5]2=[N:6][C:7]([CH3:11])=[CH:8][C:9]([NH:10][S:38]([CH2:37][C:31]3[CH:36]=[CH:35][CH:34]=[CH:33][CH:32]=3)(=[O:40])=[O:39])=[C:4]2[C:3]=1[C:13]1[CH:18]=[CH:17][CH:16]=[C:15]([O:19][CH3:20])[CH:14]=1. (8) The product is: [C:1]([O:4][CH2:5][C:6](=[O:31])[C@:7]1([O:30][Si:38]([CH3:40])([CH3:39])[CH3:37])[C@:24]2([CH3:25])[C@H:10]([C@H:11]3[C@:21]([F:27])([C@@H:22]([O:26][Si:38]([CH3:40])([CH3:39])[CH3:37])[CH2:23]2)[C@:19]2([CH3:20])[C:14](=[CH:15][C:16](=[O:28])[CH:17]=[CH:18]2)[CH2:13][CH2:12]3)[CH2:9][C@@H:8]1[CH3:29])(=[O:3])[CH3:2]. Given the reactants [C:1]([O:4][CH2:5][C:6](=[O:31])[C@:7]1([OH:30])[C@:24]2([CH3:25])[C@H:10]([C@H:11]3[C@:21]([F:27])([C@@H:22]([OH:26])[CH2:23]2)[C@:19]2([CH3:20])[C:14](=[CH:15][C:16](=[O:28])[CH:17]=[CH:18]2)[CH2:13][CH2:12]3)[CH2:9][C@@H:8]1[CH3:29])(=[O:3])[CH3:2].N1C=CN=C1.[CH3:37][Si:38](Cl)([CH3:40])[CH3:39], predict the reaction product. (9) Given the reactants O.[NH2:2][NH2:3].Cl[C:5]1[N:6]=[C:7]([NH2:23])[C:8]2[N:9]=[CH:10][N:11]([C:21]=2[N:22]=1)[C@@H:12]1[O:20][C@H:17]([CH2:18][OH:19])[C@@H:15]([OH:16])[C@H:13]1[OH:14].[Na+].[Cl-], predict the reaction product. The product is: [NH:2]([C:5]1[N:6]=[C:7]([NH2:23])[C:8]2[N:9]=[CH:10][N:11]([C:21]=2[N:22]=1)[C@@H:12]1[O:20][C@H:17]([CH2:18][OH:19])[C@@H:15]([OH:16])[C@H:13]1[OH:14])[NH2:3].